Dataset: Reaction yield outcomes from USPTO patents with 853,638 reactions. Task: Predict the reaction yield, written as a fraction of the theoretical maximum amount of product (1.0 means a 100% yield; for example, 0.34 means a 34% yield). (1) The reactants are [N:1]1([C:6]2[CH:11]=[C:10]([NH2:12])[C:9]([NH2:13])=[C:8]([CH3:14])[CH:7]=2)[CH:5]=[CH:4][N:3]=[CH:2]1.[Cl:15][C:16]1[C:21]([CH:22]=O)=[C:20]([Cl:24])[N:19]=[CH:18][N:17]=1. The catalyst is CO. The product is [Cl:15][C:16]1[C:21]([C:22]2[NH:12][C:10]3[CH:11]=[C:6]([N:1]4[CH:5]=[CH:4][N:3]=[CH:2]4)[CH:7]=[C:8]([CH3:14])[C:9]=3[N:13]=2)=[C:20]([Cl:24])[N:19]=[CH:18][N:17]=1. The yield is 0.550. (2) The reactants are [CH3:1][S:2]([CH:5]([C:7]1[CH:8]=[CH:9][C:10]([C:13]([F:16])([F:15])[F:14])=[N:11][CH:12]=1)[CH3:6])(=[NH:4])=[O:3].C(N(CC)CC)C.[CH3:24][S:25](Cl)(=[O:27])=[O:26]. The catalyst is ClCCl. The product is [CH3:1][S:2](=[O:3])([CH:5]([C:7]1[CH:12]=[N:11][C:10]([C:13]([F:15])([F:16])[F:14])=[CH:9][CH:8]=1)[CH3:6])=[N:4][S:25]([CH3:24])(=[O:27])=[O:26]. The yield is 0.860.